This data is from Catalyst prediction with 721,799 reactions and 888 catalyst types from USPTO. The task is: Predict which catalyst facilitates the given reaction. (1) The catalyst class is: 7. Product: [CH3:17][O:16][CH:15]([O:18][CH3:19])[C@H:13]1[O:12][CH:11]([OH:20])[CH2:10][C@H:9]([OH:8])[CH2:14]1. Reactant: [Si]([O:8][C@@H:9]1[CH2:14][C@@H:13]([CH:15]([O:18][CH3:19])[O:16][CH3:17])[O:12][CH:11]([OH:20])[CH2:10]1)(C(C)(C)C)(C)C.[F-].C([N+](CCCC)(CCCC)CCCC)CCC. (2) Reactant: [C:1]([CH2:3]P(=O)(OCC)OCC)#[N:2].[H-].[Na+].[O:14]1[C:23]2[C:18](=[CH:19][CH:20]=[CH:21][CH:22]=2)[C:17](=O)[CH2:16][CH2:15]1. Product: [O:14]1[C:23]2[C:18](=[CH:19][CH:20]=[CH:21][CH:22]=2)[C:17](=[CH:3][C:1]#[N:2])[CH2:16][CH2:15]1. The catalyst class is: 7. (3) Product: [CH3:18][C:6]1[N:5]=[C:4]2[S:19][C:20]3[CH2:25][CH2:24][CH2:23][CH2:22][C:21]=3[C:3]2=[C:2]([C:42]2[C:33]([Cl:32])=[C:34]3[C:39](=[CH:40][CH:41]=2)[O:38][CH2:37][CH2:36][CH2:35]3)[C:7]=1[CH:8]([O:13][C:14]([CH3:17])([CH3:16])[CH3:15])[C:9]([O:11][CH3:12])=[O:10]. Reactant: I[C:2]1[C:7]([CH:8]([O:13][C:14]([CH3:17])([CH3:16])[CH3:15])[C:9]([O:11][CH3:12])=[O:10])=[C:6]([CH3:18])[N:5]=[C:4]2[S:19][C:20]3[CH2:25][CH2:24][CH2:23][CH2:22][C:21]=3[C:3]=12.C(=O)([O-])[O-].[K+].[K+].[Cl:32][C:33]1[C:42](B2OC(C)(C)C(C)(C)O2)=[CH:41][CH:40]=[C:39]2[C:34]=1[CH2:35][CH2:36][CH2:37][O:38]2.C(OCC)(=O)C. The catalyst class is: 659. (4) Reactant: [N:1]1([C:7]([O:9][C:10]([CH3:13])([CH3:12])[CH3:11])=[O:8])[CH2:6][CH2:5][NH:4][CH2:3][CH2:2]1.[CH:14]([N:17](CC)C(C)C)(C)C.N#CBr. Product: [C:14]([N:4]1[CH2:5][CH2:6][N:1]([C:7]([O:9][C:10]([CH3:13])([CH3:12])[CH3:11])=[O:8])[CH2:2][CH2:3]1)#[N:17]. The catalyst class is: 46.